The task is: Predict which catalyst facilitates the given reaction.. This data is from Catalyst prediction with 721,799 reactions and 888 catalyst types from USPTO. (1) Reactant: [F:1][C:2]1[CH:10]=[CH:9][CH:8]=[C:7]2[C:3]=1[CH:4]=[C:5]([C:11]1[N:16]=[C:15]([O:17]C)[N:14]=[C:13]([C:19]3[C:20]([N:39]([CH3:44])[S:40]([CH3:43])(=[O:42])=[O:41])=[CH:21][C:22]4[O:26][C:25]([C:27]5[CH:32]=[CH:31][C:30]([F:33])=[CH:29][CH:28]=5)=[C:24]([C:34]([NH:36][CH3:37])=[O:35])[C:23]=4[CH:38]=3)[CH:12]=1)[NH:6]2.[Na+].[I-]. Product: [F:1][C:2]1[CH:10]=[CH:9][CH:8]=[C:7]2[C:3]=1[CH:4]=[C:5]([C:11]1[NH:16][C:15](=[O:17])[N:14]=[C:13]([C:19]3[C:20]([N:39]([CH3:44])[S:40]([CH3:43])(=[O:42])=[O:41])=[CH:21][C:22]4[O:26][C:25]([C:27]5[CH:32]=[CH:31][C:30]([F:33])=[CH:29][CH:28]=5)=[C:24]([C:34]([NH:36][CH3:37])=[O:35])[C:23]=4[CH:38]=3)[CH:12]=1)[NH:6]2. The catalyst class is: 52. (2) Reactant: [CH:1]1([N:4]2[C:9](=O)[C:8](CO)=C(C)C(C3C=CC(OC)=C(F)C=3)=N2)[CH2:3]C1.Br[CH2:24][C:25]1[C:26](=[O:44])[N:27]([CH2:40][CH:41]2[CH2:43][CH2:42]2)[N:28]=[C:29]([C:31]2[CH:36]=[CH:35][C:34]([O:37][CH3:38])=[C:33]([F:39])[CH:32]=2)[CH:30]=1.C(Br)(Br)(Br)Br.[N:50]1C=CC=C[CH:51]=1.[C:56]1(P(C2C=CC=CC=2)C2C=CC=CC=2)C=CC=C[CH:57]=1. Product: [CH:41]1([CH2:40][N:27]2[C:26](=[O:44])[C:25]([CH2:24][CH2:56][CH2:57][N:4]3[CH2:1][CH2:3][N:50]([CH3:51])[CH2:8][CH2:9]3)=[CH:30][C:29]([C:31]3[CH:36]=[CH:35][C:34]([O:37][CH3:38])=[C:33]([F:39])[CH:32]=3)=[N:28]2)[CH2:43][CH2:42]1. The catalyst class is: 7. (3) The catalyst class is: 878. Reactant: Cl.C(N(CC)CC)C.[C:9]([C:11]1[CH:12]=[C:13]([CH:26]=[CH:27][CH:28]=1)[CH2:14][CH2:15][O:16][CH2:17][CH2:18][C:19]([O:21][C:22]([CH3:25])([CH3:24])[CH3:23])=[O:20])#[N:10].[N-:29]=[N+:30]=[N-:31].[Na+].Cl. Product: [N:10]1[NH:29][N:30]=[N:31][C:9]=1[C:11]1[CH:12]=[C:13]([CH:26]=[CH:27][CH:28]=1)[CH2:14][CH2:15][O:16][CH2:17][CH2:18][C:19]([O:21][C:22]([CH3:25])([CH3:23])[CH3:24])=[O:20]. (4) Reactant: [O:1]=[C:2]1[CH2:6][CH2:5][C@@H:4]([C:7]2[CH:17]=[CH:16][C:10]([O:11][CH2:12][C:13](O)=[O:14])=[CH:9][CH:8]=2)[CH2:3]1.CCN=C=NCCCN(C)C.Cl.[CH3:30][S:31]([NH2:34])(=[O:33])=[O:32]. Product: [CH3:30][S:31]([NH:34][C:13](=[O:14])[CH2:12][O:11][C:10]1[CH:16]=[CH:17][C:7]([C@@H:4]2[CH2:5][CH2:6][C:2](=[O:1])[CH2:3]2)=[CH:8][CH:9]=1)(=[O:33])=[O:32]. The catalyst class is: 64. (5) Reactant: [NH2:1][C:2]1[N:10]=[CH:9][N:8]=[C:7]2[C:3]=1[N:4]=[CH:5][N:6]2[C@H:11]1[C@@H:15]2[O:16][C:17]([CH3:20])([CH3:19])[O:18][C@@H:14]2[C@@H:13]([CH2:21][N:22]([CH:31]([CH3:33])[CH3:32])[C:23](=[O:30])[CH2:24][CH2:25][CH2:26][C:27](O)=[O:28])[O:12]1.CCN=C=NCCCN(C)C.C1C=CC2N(O)N=NC=2C=1.[C:55]([C:59]1[CH:60]=[C:61]([NH2:66])[C:62]([NH2:65])=[CH:63][CH:64]=1)([CH3:58])([CH3:57])[CH3:56]. Product: [NH2:66][C:61]1[CH:60]=[C:59]([C:55]([CH3:57])([CH3:56])[CH3:58])[CH:64]=[CH:63][C:62]=1[NH:65][C:27](=[O:28])[CH2:26][CH2:25][CH2:24][C:23]([N:22]([CH2:21][C@@H:13]1[C@@H:14]2[C@@H:15]([O:16][C:17]([CH3:20])([CH3:19])[O:18]2)[C@H:11]([N:6]2[CH:5]=[N:4][C:3]3[C:7]2=[N:8][CH:9]=[N:10][C:2]=3[NH2:1])[O:12]1)[CH:31]([CH3:32])[CH3:33])=[O:30]. The catalyst class is: 2.